From a dataset of Reaction yield outcomes from USPTO patents with 853,638 reactions. Predict the reaction yield, written as a fraction of the theoretical maximum amount of product (1.0 means a 100% yield; for example, 0.34 means a 34% yield). (1) The catalyst is CCOC(C)=O.O. The product is [NH2:53][C:3]1[C:2]([Cl:1])=[C:7]([O:8][C:9]2[CH:14]=[CH:13][C:12]([NH:15][C:16]([C:18]3[C:19](=[O:31])[N:20]([C:25]4[CH:26]=[CH:27][CH:28]=[CH:29][CH:30]=4)[N:21]([CH3:24])[C:22]=3[CH3:23])=[O:17])=[C:11]([F:32])[CH:10]=2)[CH:6]=[CH:5][N:4]=1. The reactants are [Cl:1][C:2]1[C:3](C(N)=O)=[N:4][CH:5]=[CH:6][C:7]=1[O:8][C:9]1[CH:14]=[CH:13][C:12]([NH:15][C:16]([C:18]2[C:19](=[O:31])[N:20]([C:25]3[CH:30]=[CH:29][CH:28]=[CH:27][CH:26]=3)[N:21]([CH3:24])[C:22]=2[CH3:23])=[O:17])=[C:11]([F:32])[CH:10]=1.C(OI(C1C=CC=CC=1)OC(=O)C)(=O)C.CC#[N:53]. The yield is 0.470. (2) The reactants are [H-].[Na+].[CH2:3]=[C:4]([CH2:7][OH:8])[CH2:5][OH:6].[Si:9](Cl)([C:12]([CH3:15])([CH3:14])[CH3:13])([CH3:11])[CH3:10].O. The catalyst is C1COCC1. The product is [Si:9]([O:6][CH2:5][C:4](=[CH2:3])[CH2:7][OH:8])([C:12]([CH3:15])([CH3:14])[CH3:13])([CH3:11])[CH3:10]. The yield is 0.990. (3) The reactants are [C:1]([C:5]1[C:13]2[C:8](=[CH:9][C:10]([N+:14]([O-])=O)=[CH:11][CH:12]=2)[NH:7][CH:6]=1)([CH3:4])([CH3:3])[CH3:2]. The catalyst is C(O)C.[Ni]. The product is [C:1]([C:5]1[C:13]2[C:8](=[CH:9][C:10]([NH2:14])=[CH:11][CH:12]=2)[NH:7][CH:6]=1)([CH3:4])([CH3:2])[CH3:3]. The yield is 0.773.